Dataset: Full USPTO retrosynthesis dataset with 1.9M reactions from patents (1976-2016). Task: Predict the reactants needed to synthesize the given product. Given the product [Cl:1][C:2]1[CH:3]=[CH:4][C:5]([N:20]([CH2:21][C:22]2[CH:27]=[CH:26][C:25]([O:28][CH3:29])=[CH:24][C:23]=2[O:30][CH3:31])[C:45](=[O:46])/[CH:44]=[CH:38]/[C:39]([O:41][CH2:42][CH3:43])=[O:40])=[C:6]([CH:8]([C:10]2[C:19]3[O:18][CH2:17][CH2:16][O:15][C:14]=3[CH:13]=[CH:12][CH:11]=2)[OH:9])[CH:7]=1, predict the reactants needed to synthesize it. The reactants are: [Cl:1][C:2]1[CH:3]=[CH:4][C:5]([NH:20][CH2:21][C:22]2[CH:27]=[CH:26][C:25]([O:28][CH3:29])=[CH:24][C:23]=2[O:30][CH3:31])=[C:6]([CH:8]([C:10]2[C:19]3[O:18][CH2:17][CH2:16][O:15][C:14]=3[CH:13]=[CH:12][CH:11]=2)[OH:9])[CH:7]=1.C(=O)([O-])O.[Na+].Cl/[C:38](=[CH:44]\[C:45]([O-])=[O:46])/[C:39]([O:41][CH2:42][CH3:43])=[O:40].